This data is from Full USPTO retrosynthesis dataset with 1.9M reactions from patents (1976-2016). The task is: Predict the reactants needed to synthesize the given product. (1) Given the product [Cl:1][C:2]1[C:3]([CH:30]=[CH2:31])=[C:4]2[C:9]([N:8]=[CH:7][C:6]([O:12][CH3:13])=[N:5]2)=[CH:10][CH:11]=1, predict the reactants needed to synthesize it. The reactants are: [Cl:1][C:2]1[C:3](OS(C(F)(F)F)(=O)=O)=[C:4]2[C:9](=[CH:10][CH:11]=1)[N:8]=[CH:7][C:6]([O:12][CH3:13])=[N:5]2.C(=O)([O-])[O-].[K+].[K+].O.N1C=CC=[CH:31][CH:30]=1.C(B1OB(C=C)OB(C=C)O1)=C. (2) Given the product [C:1]([O:5][C:6](=[O:20])[CH2:7][O:8][C:9]1[CH:14]=[CH:13][C:12]([S:15][CH2:16][C:17]#[C:18][C:22]2[CH:27]=[CH:26][CH:25]=[C:24]([C:28]([F:31])([F:30])[F:29])[CH:23]=2)=[CH:11][C:10]=1[CH3:19])([CH3:4])([CH3:3])[CH3:2], predict the reactants needed to synthesize it. The reactants are: [C:1]([O:5][C:6](=[O:20])[CH2:7][O:8][C:9]1[CH:14]=[CH:13][C:12]([S:15][CH2:16][C:17]#[CH:18])=[CH:11][C:10]=1[CH3:19])([CH3:4])([CH3:3])[CH3:2].I[C:22]1[CH:27]=[CH:26][CH:25]=[C:24]([C:28]([F:31])([F:30])[F:29])[CH:23]=1. (3) The reactants are: [F:1][CH:2]([F:24])[C:3]1[N:8]2[N:9]=[CH:10][C:11]([C:12]#[CH:13])=[C:7]2[N:6]=[C:5]([C:14]2[CH:19]=[CH:18][CH:17]=[C:16]([C:20]([F:23])([F:22])[F:21])[CH:15]=2)[CH:4]=1.[OH:25][CH2:26][C:27]([NH:30][S:31]([C:34]1[S:35][C:36](Cl)=[CH:37][CH:38]=1)(=[O:33])=[O:32])([CH3:29])[CH3:28]. Given the product [OH:25][CH2:26][C:27]([NH:30][S:31]([C:34]1[S:35][C:36]([C:13]#[C:12][C:11]2[CH:10]=[N:9][N:8]3[C:3]([CH:2]([F:1])[F:24])=[CH:4][C:5]([C:14]4[CH:19]=[CH:18][CH:17]=[C:16]([C:20]([F:23])([F:22])[F:21])[CH:15]=4)=[N:6][C:7]=23)=[CH:37][CH:38]=1)(=[O:33])=[O:32])([CH3:29])[CH3:28], predict the reactants needed to synthesize it. (4) Given the product [C:1]([NH:19][C:20]1[C:21]([CH3:37])=[CH:22][C:23]2[N:24]([CH:34]([CH3:35])[CH3:36])[C:25]3[C:30]([C:31]=2[C:32]=1[CH3:33])=[CH:29][CH:28]=[CH:27][CH:26]=3)(=[O:6])[C:2]([CH3:5])([CH3:4])[CH3:3], predict the reactants needed to synthesize it. The reactants are: [C:1](Cl)(=[O:6])[C:2]([CH3:5])([CH3:4])[CH3:3].C(C1CCCN(C([NH:19][C:20]2[C:21]([CH3:37])=[CH:22][C:23]3[N:24]([CH:34]([CH3:36])[CH3:35])[C:25]4[C:30]([C:31]=3[C:32]=2[CH3:33])=[CH:29][CH:28]=[CH:27][CH:26]=4)=O)C1)(=O)N.C(N(CC)CC)C.C(OCC)C. (5) Given the product [CH3:5][O:6][C:7](=[O:12])[C:8](=[N:1][OH:3])[C:9](=[O:11])[CH3:10], predict the reactants needed to synthesize it. The reactants are: [N:1]([O-:3])=O.[Na+].[CH3:5][O:6][C:7](=[O:12])[CH2:8][C:9](=[O:11])[CH3:10]. (6) Given the product [F:18][C:34]1[CH:10]=[C:11]2[C:12]([CH:13]=[CH:14][C:62]([C:60]([NH:50][C@@H:49]([C:43]3[CH:44]=[CH:45][C:46]([O:47][CH3:48])=[C:41]([F:40])[CH:42]=3)[C:51]3[CH:52]=[N:53][N:54]([CH3:56])[CH:55]=3)=[O:61])=[N:16]2)=[CH:37][N:35]=1, predict the reactants needed to synthesize it. The reactants are: CN(C(ON1N=[N:16][C:11]2[CH:12]=[CH:13][CH:14]=N[C:10]1=2)=[N+](C)C)C.[F:18][P-](F)(F)(F)(F)F.CCN(C(C)C)C(C)C.[CH3:34][N:35]([CH:37]=O)C.Cl.[F:40][C:41]1[CH:42]=[C:43]([C@@H:49]([C:51]2[CH:52]=[N:53][N:54]([CH3:56])[CH:55]=2)[NH2:50])[CH:44]=[CH:45][C:46]=1[O:47][CH3:48].CCO[C:60]([CH3:62])=[O:61].